From a dataset of Forward reaction prediction with 1.9M reactions from USPTO patents (1976-2016). Predict the product of the given reaction. (1) Given the reactants [Cl:1][C:2]1[CH:7]=[CH:6][C:5]([S:8][CH2:9][C:10]2[CH:18]=[CH:17][CH:16]=[CH:15][C:11]=2[C:12]([OH:14])=O)=[C:4]([NH:19][S:20]([C:23]2[CH:28]=[CH:27][C:26]([Cl:29])=[C:25]([C:30]([F:33])([F:32])[F:31])[CH:24]=2)(=[O:22])=[O:21])[CH:3]=1.C1C=C[C:37]2N(O)N=[N:40][C:38]=2C=1.C(Cl)CCl.Cl.C(N)C, predict the reaction product. The product is: [Cl:1][C:2]1[CH:7]=[CH:6][C:5]([S:8][CH2:9][C:10]2[CH:18]=[CH:17][CH:16]=[CH:15][C:11]=2[C:12]([NH:40][CH2:38][CH3:37])=[O:14])=[C:4]([NH:19][S:20]([C:23]2[CH:28]=[CH:27][C:26]([Cl:29])=[C:25]([C:30]([F:32])([F:31])[F:33])[CH:24]=2)(=[O:22])=[O:21])[CH:3]=1. (2) The product is: [CH3:22][O:15][C:14]([C:12]1([CH3:17])[CH2:13][CH:11]1[C:9](=[O:10])[NH:8][C:5]1[CH:4]=[CH:3][C:2]([Cl:1])=[CH:7][N:6]=1)=[O:16]. Given the reactants [Cl:1][C:2]1[CH:3]=[CH:4][C:5]([NH:8][C:9]([CH:11]2[CH2:13][C:12]2([CH3:17])[C:14]([OH:16])=[O:15])=[O:10])=[N:6][CH:7]=1.S(Cl)(Cl)=O.[CH3:22]O, predict the reaction product. (3) Given the reactants [NH2:1][C:2]1[N:11]=[CH:10][C:9]2[C:8](SC)=[N:7][CH:6]=[N:5][C:4]=2[CH:3]=1.[Cl:14][C:15]1[CH:16]=[C:17]([CH:19]=[CH:20][CH:21]=1)[NH2:18], predict the reaction product. The product is: [NH2:1][C:2]1[N:11]=[CH:10][C:9]2[C:8]([NH:18][C:17]3[CH:19]=[CH:20][CH:21]=[C:15]([Cl:14])[CH:16]=3)=[N:7][CH:6]=[N:5][C:4]=2[CH:3]=1. (4) Given the reactants [CH2:1]([C@H:3]1[N:12]([C:13](=[O:22])[C:14]2[CH:19]=[CH:18][CH:17]=[C:16]([O:20][CH3:21])[CH:15]=2)[C:11]2[C:6](=[CH:7][C:8]([F:23])=[CH:9][CH:10]=2)[NH:5][C:4]1=[O:24])[CH3:2].[I-].[K+].[CH2:27](Br)[C:28]1[CH:33]=[CH:32][CH:31]=[CH:30][CH:29]=1.C(N1C2C(=CC=C(F)C=2)N(C(=O)C2C=CC(OC)=CC=2)[C@H](CC)C1=O)C1C=CC=CC=1, predict the reaction product. The product is: [CH2:27]([N:5]1[C:6]2[C:11](=[CH:10][CH:9]=[C:8]([F:23])[CH:7]=2)[N:12]([C:13](=[O:22])[C:14]2[CH:19]=[CH:18][CH:17]=[C:16]([O:20][CH3:21])[CH:15]=2)[C@H:3]([CH2:1][CH3:2])[C:4]1=[O:24])[C:28]1[CH:33]=[CH:32][CH:31]=[CH:30][CH:29]=1. (5) The product is: [C:15]([C:3]1[O:4][C:5]2[CH:10]=[C:9]([S:11]([CH3:14])(=[O:13])=[O:12])[CH:8]=[CH:7][C:6]=2[C:2]=1[O:1][S:24]([CH3:23])(=[O:26])=[O:25])#[N:16]. Given the reactants [OH:1][C:2]1[C:6]2[CH:7]=[CH:8][C:9]([S:11]([CH3:14])(=[O:13])=[O:12])=[CH:10][C:5]=2[O:4][C:3]=1[C:15]#[N:16].N1C=CC=CC=1.[CH3:23][S:24](Cl)(=[O:26])=[O:25].CN(C1C=CC=CN=1)C, predict the reaction product. (6) Given the reactants [CH2:1]([N:5]([CH2:37][CH2:38][CH2:39][CH3:40])[C:6]([C:8]1[CH:12]=[C:11]([CH3:13])[N:10]([C:14]2[CH:19]=[CH:18][C:17]([N+:20]([O-:22])=[O:21])=[CH:16][C:15]=2[C:23]([N:25]2[C@H:34]([CH2:35][OH:36])[CH2:33][C:32]3[C:27](=[CH:28][CH:29]=[CH:30][CH:31]=3)[CH2:26]2)=[O:24])[N:9]=1)=[O:7])[CH2:2][CH2:3][CH3:4].[Si:41](Cl)([C:44]([CH3:47])([CH3:46])[CH3:45])([CH3:43])[CH3:42].N1C=CN=C1, predict the reaction product. The product is: [CH2:37]([N:5]([CH2:1][CH2:2][CH2:3][CH3:4])[C:6]([C:8]1[CH:12]=[C:11]([CH3:13])[N:10]([C:14]2[CH:19]=[CH:18][C:17]([N+:20]([O-:22])=[O:21])=[CH:16][C:15]=2[C:23]([N:25]2[C@H:34]([CH2:35][O:36][Si:41]([C:44]([CH3:47])([CH3:46])[CH3:45])([CH3:43])[CH3:42])[CH2:33][C:32]3[C:27](=[CH:28][CH:29]=[CH:30][CH:31]=3)[CH2:26]2)=[O:24])[N:9]=1)=[O:7])[CH2:38][CH2:39][CH3:40]. (7) Given the reactants [CH3:1][C:2]1[N:3]=[C:4]([C:12]2[CH:17]=[CH:16][CH:15]=[C:14]([C:18]([F:21])([F:20])[F:19])[CH:13]=2)[N:5]2[C:10]=1[CH:9]=[N:8][C:7]([NH2:11])=[N:6]2.Br[C:23]1[CH:24]=[N:25][CH:26]=[C:27]([CH:33]=1)[C:28]([O:30][CH2:31][CH3:32])=[O:29].C(P(C(C)(C)C)C1C=CC=CC=1C1C=CC=CC=1)(C)(C)C.CC([O-])(C)C.[Na+], predict the reaction product. The product is: [CH3:1][C:2]1[N:3]=[C:4]([C:12]2[CH:17]=[CH:16][CH:15]=[C:14]([C:18]([F:21])([F:19])[F:20])[CH:13]=2)[N:5]2[C:10]=1[CH:9]=[N:8][C:7]([NH:11][C:23]1[CH:24]=[N:25][CH:26]=[C:27]([CH:33]=1)[C:28]([O:30][CH2:31][CH3:32])=[O:29])=[N:6]2. (8) Given the reactants [CH3:1][C:2]1([C:17]([O:19][CH3:20])=[O:18])[C@H:7]([NH:8][C@@H](C2C=CC=CC=2)C)[CH2:6][CH2:5][O:4][CH2:3]1.[ClH:21], predict the reaction product. The product is: [ClH:21].[NH2:8][CH:7]1[CH2:6][CH2:5][O:4][CH2:3][C:2]1([CH3:1])[C:17]([O:19][CH3:20])=[O:18]. (9) Given the reactants [NH2:1][CH2:2][CH:3]([S:8]([OH:11])(=[O:10])=[O:9])[CH2:4][C:5]([OH:7])=[O:6].[C:12]1(=[O:18])[O:17][C:15](=[O:16])[CH:14]=[CH:13]1, predict the reaction product. The product is: [C:5]([CH2:4][CH:3]([S:8]([OH:11])(=[O:9])=[O:10])[CH2:2][NH:1][C:12](=[O:18])/[CH:13]=[CH:14]\[C:15]([OH:17])=[O:16])([OH:7])=[O:6].